From a dataset of Catalyst prediction with 721,799 reactions and 888 catalyst types from USPTO. Predict which catalyst facilitates the given reaction. (1) The catalyst class is: 291. Reactant: [Cl:1][C:2]1[CH:3]=[CH:4][C:5]([O:15][CH2:16][C:17]2[CH:22]=[CH:21][C:20]([Br:23])=[CH:19][C:18]=2[F:24])=[C:6]([C:8](=O)[CH2:9][CH2:10][C:11](=O)[CH3:12])[CH:7]=1.[NH2:25][C:26]1[CH:27]=[C:28]([C:32]([F:35])=[CH:33][CH:34]=1)[C:29]([OH:31])=[O:30].CC1C=CC(S(O)(=O)=O)=CC=1. Product: [Cl:1][C:2]1[CH:3]=[CH:4][C:5]([O:15][CH2:16][C:17]2[CH:22]=[CH:21][C:20]([Br:23])=[CH:19][C:18]=2[F:24])=[C:6]([C:8]2[N:25]([C:26]3[CH:27]=[C:28]([C:32]([F:35])=[CH:33][CH:34]=3)[C:29]([OH:31])=[O:30])[C:11]([CH3:12])=[CH:10][CH:9]=2)[CH:7]=1. (2) Reactant: [OH:1][CH2:2][C:3]1[CH:4]=[C:5]([C:9]2[N:14]=[C:13]([C:15]([O:17][CH3:18])=[O:16])[C:12]([CH3:19])=[CH:11][CH:10]=2)[CH:6]=[CH:7][CH:8]=1.N1C=CN=C1.[C:25]([Si:29]([CH3:32])([CH3:31])Cl)([CH3:28])([CH3:27])[CH3:26]. Product: [Si:29]([O:1][CH2:2][C:3]1[CH:4]=[C:5]([C:9]2[N:14]=[C:13]([C:15]([O:17][CH3:18])=[O:16])[C:12]([CH3:19])=[CH:11][CH:10]=2)[CH:6]=[CH:7][CH:8]=1)([C:25]([CH3:28])([CH3:27])[CH3:26])([CH3:32])[CH3:31]. The catalyst class is: 2. (3) Reactant: [CH:1]1([C:7]([OH:9])=[O:8])[CH2:6][CH2:5][CH:4]=[CH:3][CH2:2]1.[I-:10].[K+].C(=O)([O-])O.[Na+].II. Product: [I:10][CH:4]1[CH:5]2[CH2:6][CH:1]([C:7](=[O:9])[O:8]2)[CH2:2][CH2:3]1. The catalyst class is: 34. (4) Reactant: C1COCC1.[N:6]([CH2:9][C:10]1[CH:11]=[C:12]([CH:17]=[CH:18][C:19]=1[Br:20])[C:13]([O:15][CH3:16])=[O:14])=[N+]=[N-].C1(P(C2C=CC=CC=2)C2C=CC=CC=2)C=CC=CC=1.Cl. Product: [NH2:6][CH2:9][C:10]1[CH:11]=[C:12]([CH:17]=[CH:18][C:19]=1[Br:20])[C:13]([O:15][CH3:16])=[O:14]. The catalyst class is: 238. (5) Reactant: [C:1]([C:4]1[C:22](=[O:23])[C@@:8]2([CH3:24])[C:9]3[C:15]([OH:16])=[CH:14][C:13]([O:17][CH3:18])=[C:12]([C:19]([NH2:21])=[O:20])[C:10]=3[O:11][C:7]2=[CH:6][C:5]=1[OH:25])(=[O:3])[CH3:2].[CH3:26][C:27]1[CH:34]=[C:33]([CH3:35])[CH:32]=[CH:31][C:28]=1[CH:29]=O.C([SiH](CC)CC)C.FC(F)(F)C(O)=O. Product: [C:1]([C:4]1[C:22](=[O:23])[C@@:8]2([CH3:24])[C:9]3[C:15]([OH:16])=[CH:14][C:13]([O:17][CH3:18])=[C:12]([C:19]([NH:21][CH2:29][C:28]4[CH:31]=[CH:32][C:33]([CH3:35])=[CH:34][C:27]=4[CH3:26])=[O:20])[C:10]=3[O:11][C:7]2=[CH:6][C:5]=1[OH:25])(=[O:3])[CH3:2]. The catalyst class is: 10. (6) Reactant: [CH3:1][CH:2]1[CH2:13][C:12]2[C:4](=[C:5]([C:20]3[CH:25]=[CH:24][CH:23]=[CH:22][CH:21]=3)[C:6]3[CH2:7][CH2:8][CH2:9][C:10]=3[C:11]=2[C:14]2[CH:19]=[CH:18][CH:17]=[CH:16][CH:15]=2)[C:3]1=O.[BH4-].[Na+].CO. Product: [CH3:1][C:2]1[CH2:13][C:12]2[C:11]([C:14]3[CH:15]=[CH:16][CH:17]=[CH:18][CH:19]=3)=[C:10]3[C:6](=[C:5]([C:20]4[CH:21]=[CH:22][CH:23]=[CH:24][CH:25]=4)[C:4]=2[CH:3]=1)[CH2:7][CH2:8][CH2:9]3. The catalyst class is: 11. (7) Reactant: FC(F)(F)S(O[CH2:7][C:8]([F:11])([F:10])[F:9])(=O)=O.[O:14]1[C:19]2([CH2:24][CH2:23][N:22]([C:25]([O:27][C:28]([CH3:31])([CH3:30])[CH3:29])=[O:26])[CH2:21][CH2:20]2)[CH2:18][NH:17][CH2:16][CH:15]1[C:32]([O:34][CH3:35])=[O:33].C([O-])(O)=O.[Na+]. Product: [F:9][C:8]([F:11])([F:10])[CH2:7][N:17]1[CH2:18][C:19]2([CH2:24][CH2:23][N:22]([C:25]([O:27][C:28]([CH3:31])([CH3:30])[CH3:29])=[O:26])[CH2:21][CH2:20]2)[O:14][CH:15]([C:32]([O:34][CH3:35])=[O:33])[CH2:16]1. The catalyst class is: 14. (8) The catalyst class is: 249. Product: [Br:1][C:2]1[C:3]([CH3:13])=[CH:4][C:5]([C:8]2[N:9]=[N:10][N:11]([CH3:14])[N:12]=2)=[N:6][CH:7]=1. Reactant: [Br:1][C:2]1[C:3]([CH3:13])=[CH:4][C:5]([C:8]2[N:9]=[N:10][NH:11][N:12]=2)=[N:6][CH:7]=1.[CH3:14][Si](C=[N+]=[N-])(C)C.